From a dataset of Forward reaction prediction with 1.9M reactions from USPTO patents (1976-2016). Predict the product of the given reaction. Given the reactants C[C:2]1([C:17](N)=O)[CH2:7][CH2:6][CH2:5][N:4]([C:8]2[CH:13]=[CH:12][C:11]([N+:14]([O-:16])=[O:15])=[CH:10][CH:9]=2)[CH2:3]1.[C:20]1([CH2:26][OH:27])[CH:25]=[CH:24][CH:23]=[CH:22][CH:21]=1.N12CCCN=C1CCCCC2.Br[N:40]1[C:44](=[O:45])CCC1=O, predict the reaction product. The product is: [CH3:17][C:2]1([NH:40][C:44](=[O:45])[O:27][CH2:26][C:20]2[CH:25]=[CH:24][CH:23]=[CH:22][CH:21]=2)[CH2:7][CH2:6][CH2:5][N:4]([C:8]2[CH:9]=[CH:10][C:11]([N+:14]([O-:16])=[O:15])=[CH:12][CH:13]=2)[CH2:3]1.